This data is from Forward reaction prediction with 1.9M reactions from USPTO patents (1976-2016). The task is: Predict the product of the given reaction. (1) Given the reactants Cl[C:2]1[C:3]2[S:16](=[O:18])(=[O:17])[CH2:15][CH2:14][CH2:13][C:4]=2[N:5]=[C:6]([CH:8]2[CH2:12][CH2:11][CH2:10][CH2:9]2)[N:7]=1.CC1(C)C(C)(C)OB([CH2:27][C:28]2[CH:33]=[CH:32][C:31]([CH2:34][C:35]([O:37][CH3:38])=[O:36])=[CH:30][CH:29]=2)O1, predict the reaction product. The product is: [CH:8]1([C:6]2[N:7]=[C:2]([CH2:27][C:28]3[CH:29]=[CH:30][C:31]([CH2:34][C:35]([O:37][CH3:38])=[O:36])=[CH:32][CH:33]=3)[C:3]3[S:16](=[O:18])(=[O:17])[CH2:15][CH2:14][CH2:13][C:4]=3[N:5]=2)[CH2:12][CH2:11][CH2:10][CH2:9]1. (2) Given the reactants [O:1]=[C:2]1[C:10]2[C:5](=[CH:6][CH:7]=[CH:8][CH:9]=2)[C:4](=[O:11])[N:3]1[CH2:12][CH2:13][CH2:14][CH2:15][C:16]#[N:17].[N:18]([Si](C)(C)C)=[N+:19]=[N-:20].C([Sn](=O)CCCC)CCC, predict the reaction product. The product is: [N:17]1[NH:18][N:19]=[N:20][C:16]=1[CH2:15][CH2:14][CH2:13][CH2:12][N:3]1[C:4](=[O:11])[C:5]2[C:10](=[CH:9][CH:8]=[CH:7][CH:6]=2)[C:2]1=[O:1]. (3) Given the reactants [C:1]([O:5][CH2:6][CH3:7])(=[O:4])[CH:2]=O.[Cl:8][C:9]1[CH:14]=[CH:13][C:12]([S:15]([N:18]=[C:19]=O)(=[O:17])=[O:16])=[CH:11][CH:10]=1.C[O:22]C=CC([Si](C)(C)C)=C.[C:31]1([CH3:37])C=CC=C[CH:32]=1, predict the reaction product. The product is: [Cl:8][C:9]1[CH:10]=[CH:11][C:12]([S:15]([N:18]2[CH:19]=[CH:37][C:31](=[O:22])[CH2:32][CH:2]2[C:1]([O:5][CH2:6][CH3:7])=[O:4])(=[O:16])=[O:17])=[CH:13][CH:14]=1. (4) Given the reactants [CH3:1][S:2]([N:5]1[CH2:14][CH2:13][C:12]2[C:7](=[CH:8][CH:9]=[C:10]([C:15]([OH:17])=O)[CH:11]=2)[CH2:6]1)(=[O:4])=[O:3].Cl.[CH3:19][NH:20][O:21][CH3:22].C(N(C(C)C)C(C)C)C.CN(C(ON1N=NC2C=CC=NC1=2)=[N+](C)C)C.F[P-](F)(F)(F)(F)F, predict the reaction product. The product is: [CH3:22][O:21][N:20]([CH3:19])[C:15]([C:10]1[CH:11]=[C:12]2[C:7](=[CH:8][CH:9]=1)[CH2:6][N:5]([S:2]([CH3:1])(=[O:4])=[O:3])[CH2:14][CH2:13]2)=[O:17]. (5) Given the reactants [CH3:1][C:2]1[CH:7]=[CH:6][C:5]([O:8][CH3:9])=[C:4]([N+:10]([O-:12])=[O:11])[CH:3]=1.[Br:13]N1C(=O)CCC1=O.C(OOC(=O)C1C=CC=CC=1)(=O)C1C=CC=CC=1.O, predict the reaction product. The product is: [CH3:9][O:8][C:5]1[CH:6]=[CH:7][C:2]([CH2:1][Br:13])=[CH:3][C:4]=1[N+:10]([O-:12])=[O:11]. (6) Given the reactants [CH:1]([O:4][C:5]1[CH:6]=[C:7]([C:15]2[O:19][N:18]=[C:17]([C:20]3[CH:28]=[CH:27][C:26]4[N:25]([CH3:29])[C:24]5[CH:30]([CH2:33][C:34]([O:36]C)=[O:35])[CH2:31][CH2:32][C:23]=5[C:22]=4[CH:21]=3)[N:16]=2)[CH:8]=[C:9]([C:11]([F:14])([F:13])[F:12])[CH:10]=1)([CH3:3])[CH3:2].O1CCOCC1.[OH-].[Li+].Cl, predict the reaction product. The product is: [CH:1]([O:4][C:5]1[CH:6]=[C:7]([C:15]2[O:19][N:18]=[C:17]([C:20]3[CH:28]=[CH:27][C:26]4[N:25]([CH3:29])[C:24]5[CH:30]([CH2:33][C:34]([OH:36])=[O:35])[CH2:31][CH2:32][C:23]=5[C:22]=4[CH:21]=3)[N:16]=2)[CH:8]=[C:9]([C:11]([F:14])([F:12])[F:13])[CH:10]=1)([CH3:3])[CH3:2]. (7) Given the reactants [Cl:1][C:2]1[N:7]2[N:8]=[C:9]([C:13]3[O:14][CH:15]=[CH:16][CH:17]=3)[C:10]([CH:11]=[O:12])=[C:6]2[CH:5]=[CH:4][CH:3]=1.[C:18]([Mg]Br)#[CH:19].O, predict the reaction product. The product is: [Cl:1][C:2]1[N:7]2[N:8]=[C:9]([C:13]3[O:14][CH:15]=[CH:16][CH:17]=3)[C:10]([CH:11]([OH:12])[C:18]#[CH:19])=[C:6]2[CH:5]=[CH:4][CH:3]=1.